Task: Regression/Classification. Given a drug SMILES string, predict its absorption, distribution, metabolism, or excretion properties. Task type varies by dataset: regression for continuous measurements (e.g., permeability, clearance, half-life) or binary classification for categorical outcomes (e.g., BBB penetration, CYP inhibition). Dataset: cyp2d6_veith.. Dataset: CYP2D6 inhibition data for predicting drug metabolism from PubChem BioAssay (1) The molecule is CC(=O)C1C(c2cccc(F)c2)NC(=O)NC1(O)C(F)(F)F. The result is 0 (non-inhibitor). (2) The drug is O=C1C(=O)N(c2cccc(Cl)c2)C(c2ccccc2[N+](=O)[O-])/C1=C(\O)c1ccccc1. The result is 0 (non-inhibitor). (3) The drug is CC(C)=CCC/C(C)=C/CO/N=C1\[C@@H]2CCn3c(=O)n(Cc4cc5c(cc4Cl)OCO5)c(=O)n3[C@H]2[C@H](O)[C@H]2O[C@H]12. The result is 0 (non-inhibitor). (4) The result is 1 (inhibitor). The molecule is COc1ccccc1-c1cncnc1NCc1cccc(C)c1. (5) The drug is CCCc1cc(=O)[nH]c(=S)[nH]1. The result is 0 (non-inhibitor).